This data is from Choline transporter screen with 302,306 compounds. The task is: Binary Classification. Given a drug SMILES string, predict its activity (active/inactive) in a high-throughput screening assay against a specified biological target. The molecule is S1(=O)(=O)N(C(C(=O)Nc2nn(CC(=O)N3CCC(CC3)C)c(c2)C)=CC(=N1)c1ccc(cc1)C)C. The result is 0 (inactive).